From a dataset of Reaction yield outcomes from USPTO patents with 853,638 reactions. Predict the reaction yield, written as a fraction of the theoretical maximum amount of product (1.0 means a 100% yield; for example, 0.34 means a 34% yield). (1) The reactants are [CH3:1][O:2][C:3](=[O:26])[C@H:4]([CH:23]([CH3:25])[CH3:24])[NH:5][C:6]([C:8]1[CH:13]=[CH:12][C:11]([C:14]2[CH:19]=[CH:18][C:17]([N+:20]([O-])=O)=[CH:16][CH:15]=2)=[CH:10][CH:9]=1)=[O:7].Cl. The catalyst is C(O)C.[Fe]. The product is [NH2:20][C:17]1[CH:16]=[CH:15][C:14]([C:11]2[CH:12]=[CH:13][C:8]([C:6]([NH:5][C@H:4]([C:3]([O:2][CH3:1])=[O:26])[CH:23]([CH3:25])[CH3:24])=[O:7])=[CH:9][CH:10]=2)=[CH:19][CH:18]=1. The yield is 0.900. (2) The reactants are F[C:2]1[CH:7]=[C:6]([C:8]2[CH:13]=[CH:12][N:11]=[C:10]([NH:14][CH:15]3[CH2:20][CH2:19][O:18][CH2:17][CH2:16]3)[CH:9]=2)[CH:5]=[CH:4][N:3]=1.Cl.[OH-:22].[Na+]. No catalyst specified. The product is [O:18]1[CH2:19][CH2:20][CH:15]([NH:14][C:10]2[CH:9]=[C:8]([C:6]3[CH:5]=[CH:4][NH:3][C:2](=[O:22])[CH:7]=3)[CH:13]=[CH:12][N:11]=2)[CH2:16][CH2:17]1. The yield is 0.980. (3) The product is [C:1]([N:9]1[CH2:22][CH2:21][C:20]2[C:19]3[C:18]([C:41]4[CH:46]=[CH:45][CH:44]=[CH:43][C:42]=4[C:47]([F:50])([F:49])[F:48])=[CH:17][CH:16]=[CH:15][C:14]=3[NH:13][C:12]=2[CH2:11][CH2:10]1)(=[O:8])[C:2]1[CH:3]=[CH:4][CH:5]=[CH:6][CH:7]=1. The catalyst is O1CCOCC1.C1C=CC(/C=C/C(/C=C/C2C=CC=CC=2)=O)=CC=1.C1C=CC(/C=C/C(/C=C/C2C=CC=CC=2)=O)=CC=1.C1C=CC(/C=C/C(/C=C/C2C=CC=CC=2)=O)=CC=1.[Pd].[Pd]. The reactants are [C:1]([N:9]1[CH2:22][CH2:21][C:20]2[C:19]3[C:18](B4OC(C)(C)C(C)(C)O4)=[CH:17][CH:16]=[CH:15][C:14]=3[NH:13][C:12]=2[CH2:11][CH2:10]1)(=[O:8])[C:2]1[CH:7]=[CH:6][CH:5]=[CH:4][CH:3]=1.P([O-])([O-])([O-])=O.[K+].[K+].[K+].Br[C:41]1[CH:46]=[CH:45][CH:44]=[CH:43][C:42]=1[C:47]([F:50])([F:49])[F:48].COP(OC)OC. The yield is 0.950. (4) The reactants are [F:1][C:2]1[CH:10]=[C:9]2[C:5]([CH2:6][O:7][C:8]2=[O:11])=[C:4](/[N:12]=[CH:13]/[C:14]2[CH:19]=[CH:18][C:17]([F:20])=[CH:16][CH:15]=2)[CH:3]=1.[CH3:21][N:22]1[C:26]([CH:27]=O)=[N:25][CH:24]=[N:23]1.[CH3:29][CH2:30][O-:31].[Na+]. The catalyst is C(OCC)(=O)CC. The product is [F:1][C:2]1[CH:10]=[C:9]([C:8]([O:7][CH2:6][CH3:5])=[O:11])[C:29]2[C:30](=[O:31])[CH:27]([C:26]3[N:22]([CH3:21])[N:23]=[CH:24][N:25]=3)[CH:13]([C:14]3[CH:15]=[CH:16][C:17]([F:20])=[CH:18][CH:19]=3)[NH:12][C:4]=2[CH:3]=1. The yield is 0.140. (5) The yield is 0.330. The reactants are [CH:1]([C:4]1[CH:9]=[CH:8][C:7]([CH:10]2[C:14]3[C:15]([CH3:22])=[C:16]([NH2:21])[C:17]([CH3:20])=[C:18]([CH3:19])[C:13]=3[O:12][C:11]2([CH3:24])[CH3:23])=[CH:6][CH:5]=1)([CH3:3])[CH3:2].[C:25](=[O:28])([O-])[O-:26].[Na+].[Na+]. The product is [CH:1]([C:4]1[CH:9]=[CH:8][C:7]([CH:10]2[C:14]3[C:15]([CH3:22])=[C:16]([N:21]4[CH2:22][C:15]5[CH:16]=[C:17]6[O:26][CH2:25][O:28][C:18]6=[CH:13][C:14]=5[CH2:10]4)[C:17]([CH3:20])=[C:18]([CH3:19])[C:13]=3[O:12][C:11]2([CH3:24])[CH3:23])=[CH:6][CH:5]=1)([CH3:3])[CH3:2]. The catalyst is O1CCCC1.[I-].C([N+](CCCC)(CCCC)CCCC)CCC. (6) The reactants are [F:1][C:2]1[CH:7]=[C:6]([F:8])[CH:5]=[CH:4][C:3]=1[N:9]1[C:13]([C:14]2[S:23][C:22]3[C:21]4[N:24]=[C:25]([N:28]5[CH2:33][CH2:32][NH:31][CH2:30][CH2:29]5)[CH:26]=[CH:27][C:20]=4[O:19][CH2:18][CH2:17][C:16]=3[CH:15]=2)=[N:12][CH:11]=[N:10]1.CCN(C(C)C)C(C)C.[C:43](Cl)(=[O:45])[CH3:44].C(Cl)Cl.CCOC(C)=O. The catalyst is C1COCC1. The product is [F:1][C:2]1[CH:7]=[C:6]([F:8])[CH:5]=[CH:4][C:3]=1[N:9]1[C:13]([C:14]2[S:23][C:22]3[C:21]4[N:24]=[C:25]([N:28]5[CH2:29][CH2:30][N:31]([C:43](=[O:45])[CH3:44])[CH2:32][CH2:33]5)[CH:26]=[CH:27][C:20]=4[O:19][CH2:18][CH2:17][C:16]=3[CH:15]=2)=[N:12][CH:11]=[N:10]1. The yield is 0.280. (7) The reactants are Br[C:2]1[CH:3]=[C:4]([C@:8]2([CH3:18])[CH2:13][N:12]3[CH:14]=[CH:15][N:16]=[C:11]3[C:10]([NH2:17])=[N:9]2)[CH:5]=[CH:6][CH:7]=1.[Cl:19][C:20]1[CH:21]=[C:22](B(O)O)[CH:23]=[C:24]([Cl:26])[CH:25]=1.C(=O)([O-])[O-].[K+].[K+]. The catalyst is O1CCOCC1.C(O)C.O.C1C=CC([P]([Pd]([P](C2C=CC=CC=2)(C2C=CC=CC=2)C2C=CC=CC=2)([P](C2C=CC=CC=2)(C2C=CC=CC=2)C2C=CC=CC=2)[P](C2C=CC=CC=2)(C2C=CC=CC=2)C2C=CC=CC=2)(C2C=CC=CC=2)C2C=CC=CC=2)=CC=1. The product is [Cl:19][C:20]1[CH:21]=[C:22]([C:2]2[CH:7]=[CH:6][CH:5]=[C:4]([C@:8]3([CH3:18])[CH2:13][N:12]4[CH:14]=[CH:15][N:16]=[C:11]4[C:10]([NH2:17])=[N:9]3)[CH:3]=2)[CH:23]=[C:24]([Cl:26])[CH:25]=1. The yield is 0.500.